From a dataset of Peptide-MHC class I binding affinity with 185,985 pairs from IEDB/IMGT. Regression. Given a peptide amino acid sequence and an MHC pseudo amino acid sequence, predict their binding affinity value. This is MHC class I binding data. (1) The peptide sequence is TSNLQEQIAW. The MHC is Patr-B1301 with pseudo-sequence YYSEYRNIYAQTDVSNLYLSYEYYTWAVRAYTWY. The binding affinity (normalized) is 0. (2) The peptide sequence is NLEPGTFDL. The MHC is HLA-B58:01 with pseudo-sequence HLA-B58:01. The binding affinity (normalized) is 0.0847. (3) The peptide sequence is QIFNIISYII. The MHC is HLA-A02:06 with pseudo-sequence HLA-A02:06. The binding affinity (normalized) is 0.389. (4) The peptide sequence is RSYMSFWCK. The MHC is HLA-B15:01 with pseudo-sequence HLA-B15:01. The binding affinity (normalized) is 0.0847. (5) The peptide sequence is LEHGLFPQL. The MHC is HLA-A02:01 with pseudo-sequence HLA-A02:01. The binding affinity (normalized) is 0. (6) The peptide sequence is YTVRGTGKY. The MHC is HLA-B08:02 with pseudo-sequence HLA-B08:02. The binding affinity (normalized) is 0.0847. (7) The peptide sequence is PLTSLVITY. The MHC is HLA-A31:01 with pseudo-sequence HLA-A31:01. The binding affinity (normalized) is 0.303. (8) The peptide sequence is IPYLRNYMV. The MHC is H-2-Kb with pseudo-sequence H-2-Kb. The binding affinity (normalized) is 0.342. (9) The peptide sequence is TYQWIIRNW. The MHC is HLA-A03:01 with pseudo-sequence HLA-A03:01. The binding affinity (normalized) is 0.0847.